Dataset: Forward reaction prediction with 1.9M reactions from USPTO patents (1976-2016). Task: Predict the product of the given reaction. (1) Given the reactants [NH:1]1[CH2:5][CH2:4][CH2:3][CH2:2]1.[C:6]1(=O)[CH2:11][CH2:10][CH2:9][CH2:8][CH2:7]1.S([O-])([O-])(=O)=O.[Mg+2], predict the reaction product. The product is: [CH:6]1([N:1]2[CH2:5][CH2:4][CH2:3][CH2:2]2)[CH2:11][CH2:10][CH2:9][CH2:8][CH2:7]1. (2) Given the reactants [Cl:1][C:2]1[CH:18]=[CH:17][C:5]([CH2:6][NH:7][C:8]([NH:10][N:11]([CH2:13][C:14]([OH:16])=O)[CH3:12])=[O:9])=[CH:4][CH:3]=1.[NH2:19][C@@H:20]([CH2:43][C:44]1[CH:49]=[CH:48][C:47]([O:50][C:51]([CH3:54])([CH3:53])[CH3:52])=[CH:46][CH:45]=1)[C:21]([N:23]([CH2:33][C:34]1[C:35]2[CH:42]=[CH:41][CH:40]=[CH:39][C:36]=2[S:37][CH:38]=1)[C@@H:24]([CH3:32])[CH:25]([O:29][CH2:30][CH3:31])[O:26][CH2:27][CH3:28])=[O:22], predict the reaction product. The product is: [Cl:1][C:2]1[CH:3]=[CH:4][C:5]([CH2:6][NH:7][C:8](=[O:9])[NH:10][N:11]([CH2:13][C:14]([NH:19][C@@H:20]([CH2:43][C:44]2[CH:49]=[CH:48][C:47]([O:50][C:51]([CH3:54])([CH3:52])[CH3:53])=[CH:46][CH:45]=2)[C:21]([N:23]([CH2:33][C:34]2[C:35]3[CH:42]=[CH:41][CH:40]=[CH:39][C:36]=3[S:37][CH:38]=2)[C@@H:24]([CH3:32])[CH:25]([O:29][CH2:30][CH3:31])[O:26][CH2:27][CH3:28])=[O:22])=[O:16])[CH3:12])=[CH:17][CH:18]=1. (3) Given the reactants C(OC(=O)[NH:7][C:8]1[CH:13]=[C:12]([CH2:14][CH2:15][O:16][C:17]2[C:26]3[C:21](=[CH:22][CH:23]=[CH:24][CH:25]=3)[C:20]([NH:27][C:28]([NH:30][C:31]3[N:35]([C:36]4[CH:41]=[CH:40][C:39]([CH3:42])=[CH:38][CH:37]=4)[N:34]=[C:33]([C:43]([CH3:46])([CH3:45])[CH3:44])[CH:32]=3)=[O:29])=[CH:19][CH:18]=2)[CH:11]=[CH:10][N:9]=1)(C)(C)C.C(O)(C(F)(F)F)=O, predict the reaction product. The product is: [NH2:7][C:8]1[CH:13]=[C:12]([CH2:14][CH2:15][O:16][C:17]2[C:26]3[C:21](=[CH:22][CH:23]=[CH:24][CH:25]=3)[C:20]([NH:27][C:28]([NH:30][C:31]3[N:35]([C:36]4[CH:37]=[CH:38][C:39]([CH3:42])=[CH:40][CH:41]=4)[N:34]=[C:33]([C:43]([CH3:46])([CH3:45])[CH3:44])[CH:32]=3)=[O:29])=[CH:19][CH:18]=2)[CH:11]=[CH:10][N:9]=1.